From a dataset of Full USPTO retrosynthesis dataset with 1.9M reactions from patents (1976-2016). Predict the reactants needed to synthesize the given product. (1) Given the product [CH3:8][C:5]1[CH:6]=[CH:7][C:2]([C:16](=[O:18])[CH3:17])=[N:3][CH:4]=1, predict the reactants needed to synthesize it. The reactants are: Br[C:2]1[CH:7]=[CH:6][C:5]([CH3:8])=[CH:4][N:3]=1.C([Li])CCC.CN(C)[C:16](=[O:18])[CH3:17].[Cl-].[NH4+]. (2) Given the product [CH2:1]([O:3][C:4]1[N:9]=[C:8]([C:10]2[C:18]3[C:13](=[CH:14][CH:15]=[C:16]([C:19]4[S:23][C:22]([NH2:24])=[N:21][N:20]=4)[CH:17]=3)[NH:12][CH:11]=2)[CH:7]=[N:6][CH:5]=1)[CH3:2], predict the reactants needed to synthesize it. The reactants are: [CH2:1]([O:3][C:4]1[N:9]=[C:8]([C:10]2[C:18]3[C:13](=[CH:14][CH:15]=[C:16]([C:19]4[S:23][C:22]([NH:24]CC5C=CC(OC)=CC=5)=[N:21][N:20]=4)[CH:17]=3)[NH:12][CH:11]=2)[CH:7]=[N:6][CH:5]=1)[CH3:2].